From a dataset of Catalyst prediction with 721,799 reactions and 888 catalyst types from USPTO. Predict which catalyst facilitates the given reaction. (1) Reactant: N[C:2]1[CH:7]=[CH:6][C:5]([O:8][C:9]2[CH:13]=[C:12]([CH3:14])[NH:11][N:10]=2)=[CH:4][C:3]=1[C:15]([F:18])([F:17])[F:16].N([O-])=O.[Na+].[PH2](O)=O.[OH-].[Na+]. Product: [CH3:14][C:12]1[NH:11][N:10]=[C:9]([O:8][C:5]2[CH:6]=[CH:7][CH:2]=[C:3]([C:15]([F:18])([F:16])[F:17])[CH:4]=2)[CH:13]=1. The catalyst class is: 126. (2) Reactant: [F:1][C:2]1[CH:11]=[C:6]([C:7]([O:9][CH3:10])=[O:8])[C:5]([OH:12])=[CH:4][CH:3]=1.[F:13][C:14]([F:25])([F:24])[C:15]1[CH:20]=[CH:19][C:18]([CH2:21][CH2:22]O)=[CH:17][CH:16]=1.C1(P(C2C=CC=CC=2)C2C=CC=CC=2)C=CC=CC=1.N(C(OCC)=O)=NC(OCC)=O. Product: [F:1][C:2]1[CH:3]=[CH:4][C:5]([O:12][CH2:22][CH2:21][C:18]2[CH:17]=[CH:16][C:15]([C:14]([F:13])([F:24])[F:25])=[CH:20][CH:19]=2)=[C:6]([CH:11]=1)[C:7]([O:9][CH3:10])=[O:8]. The catalyst class is: 1. (3) Reactant: Br[C:2]1[CH:3]=[C:4]([CH2:8][CH2:9][CH2:10][N:11]2[CH2:16][CH2:15][N:14]([C:17]([O:19][CH2:20][C:21]([NH:23][CH3:24])=[O:22])=[O:18])[CH2:13][CH2:12]2)[CH:5]=[CH:6][CH:7]=1.C(=O)([O-])[O-].[Na+].[Na+].[Cl:31][C:32]1[CH:33]=[C:34](B(O)O)[CH:35]=[CH:36][CH:37]=1. Product: [Cl:31][C:32]1[CH:37]=[C:36]([C:2]2[CH:7]=[CH:6][CH:5]=[C:4]([CH2:8][CH2:9][CH2:10][N:11]3[CH2:16][CH2:15][N:14]([C:17]([O:19][CH2:20][C:21]([NH:23][CH3:24])=[O:22])=[O:18])[CH2:13][CH2:12]3)[CH:3]=2)[CH:35]=[CH:34][CH:33]=1. The catalyst class is: 234.